Dataset: Reaction yield outcomes from USPTO patents with 853,638 reactions. Task: Predict the reaction yield, written as a fraction of the theoretical maximum amount of product (1.0 means a 100% yield; for example, 0.34 means a 34% yield). The reactants are [F:1][CH:2]1[CH2:28][CH:5]2[CH:6]([C:18]3[CH:23]=[CH:22][C:21]([O:24]COC)=[CH:20][CH:19]=3)[O:7][C:8]3[CH:9]=[CH:10][C:11]([O:14]COC)=[CH:12][C:13]=3[CH:4]2[CH2:3]1.Cl.CCOC(C)=O.CCOC(C)=O.CCCCCC. The catalyst is C1COCC1. The product is [F:1][C@@H:2]1[CH2:28][C@H:5]2[C@@H:6]([C:18]3[CH:23]=[CH:22][C:21]([OH:24])=[CH:20][CH:19]=3)[O:7][C:8]3[CH:9]=[CH:10][C:11]([OH:14])=[CH:12][C:13]=3[C@H:4]2[CH2:3]1. The yield is 0.900.